Dataset: M1 muscarinic receptor antagonist screen with 61,756 compounds. Task: Binary Classification. Given a drug SMILES string, predict its activity (active/inactive) in a high-throughput screening assay against a specified biological target. (1) The compound is O=C(N(CC=C)CC=C)C1CCC(CC1)C(=O)N(CC=C)CC=C. The result is 0 (inactive). (2) The compound is Clc1ccc(CSc2n(CCCC)c3c(n(c(=O)[nH]c3=O)C)n2)cc1. The result is 0 (inactive). (3) The molecule is O=C(N1CCN(CC1)C(=O)c1occc1)Cn1ncc2c1c1c(oc2=O)cccc1. The result is 0 (inactive). (4) The drug is Brc1cc(C(=O)Nc2c(N3CCN(CC3)C(=O)C)cccc2)c(Cl)cc1. The result is 0 (inactive). (5) The compound is Fc1c(Cn2nnc3c(NCC4N(CCC4)CC)nc(nc23)CC)cccc1. The result is 0 (inactive). (6) The drug is O(c1c(OC)cc(c2nn(nn2)CCC(O)=O)cc1)CC. The result is 0 (inactive).